Dataset: Forward reaction prediction with 1.9M reactions from USPTO patents (1976-2016). Task: Predict the product of the given reaction. (1) Given the reactants [S:1](Cl)(Cl)=[O:2].[Si:5]([O:12][C@@H:13]([C:25]1[CH:30]=[CH:29][C:28]([C:31]([F:34])([F:33])[F:32])=[CH:27][CH:26]=1)[C@H:14]([NH:17][C:18](=[O:24])[O:19][C:20]([CH3:23])([CH3:22])[CH3:21])[CH2:15][OH:16])([C:8]([CH3:11])([CH3:10])[CH3:9])([CH3:7])[CH3:6].N1C=CC=CC=1, predict the reaction product. The product is: [Si:5]([O:12][C@@H:13]([C:25]1[CH:30]=[CH:29][C:28]([C:31]([F:32])([F:33])[F:34])=[CH:27][CH:26]=1)[C@H:14]1[CH2:15][O:16][S:1](=[O:2])[N:17]1[C:18]([O:19][C:20]([CH3:23])([CH3:22])[CH3:21])=[O:24])([C:8]([CH3:9])([CH3:10])[CH3:11])([CH3:7])[CH3:6]. (2) Given the reactants F[C:2]1[CH:9]=[CH:8][C:5]([CH:6]=[O:7])=[CH:4][CH:3]=1.[C:10]1([OH:16])[CH:15]=[CH:14][CH:13]=[CH:12][CH:11]=1, predict the reaction product. The product is: [O:16]([C:2]1[CH:9]=[CH:8][C:5]([CH:6]=[O:7])=[CH:4][CH:3]=1)[C:10]1[CH:15]=[CH:14][CH:13]=[CH:12][CH:11]=1. (3) Given the reactants [C:1]([O:7][CH2:8][CH3:9])(=[O:6])[CH2:2][C:3]([CH3:5])=[O:4].N1CCCCC1.C(O)(=O)C.[CH3:20][N:21]([CH3:36])[CH2:22][CH2:23][CH2:24][O:25][C:26]1[CH:33]=[CH:32][C:29]([CH:30]=O)=[C:28]([O:34][CH3:35])[CH:27]=1, predict the reaction product. The product is: [CH3:36][N:21]([CH3:20])[CH2:22][CH2:23][CH2:24][O:25][C:26]1[CH:33]=[CH:32][C:29]([CH:30]=[C:2]([C:3](=[O:4])[CH3:5])[C:1]([O:7][CH2:8][CH3:9])=[O:6])=[C:28]([O:34][CH3:35])[CH:27]=1. (4) Given the reactants [Br:1][C:2]1[C:3](Cl)=[N:4][C:5]([Cl:8])=[N:6][CH:7]=1.[NH:10]1[CH2:18][CH2:17][CH:13]([C:14]([NH2:16])=[O:15])[CH2:12][CH2:11]1.C(N(CC)CC)C.C(=O)([O-])O.[Na+], predict the reaction product. The product is: [Br:1][C:2]1[C:3]([N:10]2[CH2:18][CH2:17][CH:13]([C:14]([NH2:16])=[O:15])[CH2:12][CH2:11]2)=[N:4][C:5]([Cl:8])=[N:6][CH:7]=1. (5) Given the reactants [CH3:1][S-:2].[Na+].Cl[CH2:5][C:6]1[CH:7]=[C:8]([NH:16][C:17](=[O:23])[O:18][C:19]([CH3:22])([CH3:21])[CH3:20])[CH:9]=[C:10]([C:12]([F:15])([F:14])[F:13])[CH:11]=1, predict the reaction product. The product is: [CH3:1][S:2][CH2:5][C:6]1[CH:7]=[C:8]([NH:16][C:17](=[O:23])[O:18][C:19]([CH3:22])([CH3:21])[CH3:20])[CH:9]=[C:10]([C:12]([F:15])([F:14])[F:13])[CH:11]=1. (6) Given the reactants C1(P(C2C=CC=CC=2)C2C=CC=CC=2)C=CC=CC=1.[CH2:20]([O:22][C:23](=[O:35])[C@@H:24]([O:33][CH3:34])[CH2:25][C:26]1[CH:31]=[CH:30][C:29]([OH:32])=[CH:28][CH:27]=1)[CH3:21].[Br:36][CH2:37][CH2:38][CH2:39]O, predict the reaction product. The product is: [CH2:20]([O:22][C:23](=[O:35])[C@@H:24]([O:33][CH3:34])[CH2:25][C:26]1[CH:27]=[CH:28][C:29]([O:32][CH2:39][CH2:38][CH2:37][Br:36])=[CH:30][CH:31]=1)[CH3:21].